Dataset: Forward reaction prediction with 1.9M reactions from USPTO patents (1976-2016). Task: Predict the product of the given reaction. (1) Given the reactants [Cl:1][C:2]1[CH:3]=[C:4]([B:8]([C:10]2[CH:15]=[CH:14][CH:13]=[C:12]([F:16])[CH:11]=2)[OH:9])[CH:5]=[CH:6][CH:7]=1.O[C:18]1[CH:19]=[CH:20][CH:21]=[C:22]2[C:27]=1[N:26]=[CH:25][CH:24]=[CH:23]2, predict the reaction product. The product is: [N:26]1[C:27]2[C:22](=[CH:21][CH:20]=[CH:19][C:18]=2[O:9][B:8]([C:4]2[CH:5]=[CH:6][CH:7]=[C:2]([Cl:1])[CH:3]=2)[C:10]2[CH:15]=[CH:14][CH:13]=[C:12]([F:16])[CH:11]=2)[CH:23]=[CH:24][CH:25]=1. (2) Given the reactants O[CH2:2][C:3]1[C:12]([C:13]2[CH:18]=[CH:17][C:16]([O:19][CH2:20][O:21][CH3:22])=[CH:15][C:14]=2[O:23][CH3:24])=[CH:11][CH:10]=[C:9]2[C:4]=1[C:5]([CH3:27])=[CH:6][C:7]([CH3:26])([CH3:25])[NH:8]2.C(N(CC)CC)C.CS([Cl:39])(=O)=O.C(Cl)(Cl)Cl, predict the reaction product. The product is: [Cl:39][CH2:2][C:3]1[C:12]([C:13]2[CH:18]=[CH:17][C:16]([O:19][CH2:20][O:21][CH3:22])=[CH:15][C:14]=2[O:23][CH3:24])=[CH:11][CH:10]=[C:9]2[C:4]=1[C:5]([CH3:27])=[CH:6][C:7]([CH3:26])([CH3:25])[NH:8]2. (3) Given the reactants [NH:1]1[C:5]2[CH:6]=[CH:7][CH:8]=[CH:9][C:4]=2[N:3]=[CH:2]1.[H-].[Na+].F[C:13]1[CH:22]=[CH:21][C:16]([C:17]([O:19][CH3:20])=[O:18])=[CH:15][CH:14]=1, predict the reaction product. The product is: [N:1]1([C:13]2[CH:22]=[CH:21][C:16]([C:17]([O:19][CH3:20])=[O:18])=[CH:15][CH:14]=2)[C:5]2[CH:6]=[CH:7][CH:8]=[CH:9][C:4]=2[N:3]=[CH:2]1. (4) Given the reactants [CH3:1][O:2][C:3]1[CH:12]=[CH:11][C:10]2[C:5](=[CH:6][CH:7]=[CH:8][CH:9]=2)[C:4]=1[CH:13]=[CH:14][O:15]C, predict the reaction product. The product is: [CH3:1][O:2][C:3]1[CH:12]=[CH:11][C:10]2[C:5](=[CH:6][CH:7]=[CH:8][CH:9]=2)[C:4]=1[CH2:13][CH:14]=[O:15]. (5) Given the reactants [F:1][C:2]1[CH:3]=[C:4]([CH:7]=[C:8]([O:13][CH3:14])[C:9]=1[N+:10]([O-:12])=[O:11])[C:5]#N.[OH:15]S(O)(=O)=O.[OH2:20], predict the reaction product. The product is: [F:1][C:2]1[CH:3]=[C:4]([CH:7]=[C:8]([O:13][CH3:14])[C:9]=1[N+:10]([O-:12])=[O:11])[C:5]([OH:15])=[O:20]. (6) Given the reactants [Cl:1][C:2]1[CH:3]=[C:4]([NH:9][C:10]2[C:19]3[C:14](=[CH:15][C:16]([O:22][CH:23]4[CH2:28][O:27][CH2:26][CH2:25][N:24]4[C:29]([O-])=O)=[C:17]([O:20][CH3:21])[CH:18]=3)[N:13]=[CH:12][N:11]=2)[CH:5]=[CH:6][C:7]=1[Cl:8].Cl.C(OCC)C, predict the reaction product. The product is: [Cl:1][C:2]1[CH:3]=[C:4]([NH:9][C:10]2[C:19]3[C:14](=[CH:15][C:16]([O:22][CH2:23][CH:28]4[O:27][CH2:26][CH2:25][NH:24][CH2:29]4)=[C:17]([O:20][CH3:21])[CH:18]=3)[N:13]=[CH:12][N:11]=2)[CH:5]=[CH:6][C:7]=1[Cl:8]. (7) Given the reactants [OH-].[Na+].[CH3:3][C:4]1[O:8][C:7]([C:9]2[CH:33]=[CH:32][C:12]([O:13][C:14]3[CH:15]=[C:16]([CH:21]=[C:22]([O:24][C@@H:25]4[CH2:29][CH2:28][N:27]([CH3:30])[C:26]4=[O:31])[CH:23]=3)[C:17]([O:19]C)=[O:18])=[CH:11][CH:10]=2)=[N:6][N:5]=1, predict the reaction product. The product is: [CH3:3][C:4]1[O:8][C:7]([C:9]2[CH:33]=[CH:32][C:12]([O:13][C:14]3[CH:15]=[C:16]([CH:21]=[C:22]([O:24][C@@H:25]4[CH2:29][CH2:28][N:27]([CH3:30])[C:26]4=[O:31])[CH:23]=3)[C:17]([OH:19])=[O:18])=[CH:11][CH:10]=2)=[N:6][N:5]=1. (8) Given the reactants C(=O)([O-])O.[Na+].Cl.[NH2:7][OH:8].[CH3:9][N:10]([C:16]1[N:21]=[CH:20][N:19]=[C:18]([C:22]#[N:23])[CH:17]=1)[CH2:11][C:12]([F:15])([F:14])[F:13], predict the reaction product. The product is: [CH3:9][N:10]([C:16]1[N:21]=[CH:20][N:19]=[C:18]([C:22](=[N:7][OH:8])[NH2:23])[CH:17]=1)[CH2:11][C:12]([F:13])([F:15])[F:14]. (9) The product is: [NH2:1][C:2]1[CH:7]=[CH:6][C:5]([C:8]2[CH:13]=[CH:12][CH:11]=[CH:10][CH:9]=2)=[CH:4][CH:3]=1. Given the reactants [NH2:1][C:2]1[CH:7]=[CH:6][CH:5]=[CH:4][CH:3]=1.[C:8]1(Br)[CH:13]=[CH:12][CH:11]=[CH:10][CH:9]=1.[Mg].BrN1C(=O)CCC1=O.O, predict the reaction product.